This data is from Full USPTO retrosynthesis dataset with 1.9M reactions from patents (1976-2016). The task is: Predict the reactants needed to synthesize the given product. (1) The reactants are: [CH3:1][CH:2]1[CH2:7][CH2:6][CH:5]([NH2:8])[CH2:4][CH2:3]1.Cl[C:10](OC1C=CC([N+]([O-])=O)=CC=1)=[O:11].C(N(C(C)C)CC)(C)C.[Cl:31][C:32]1[CH:41]=[C:40]2[C:35]([C:36]([N:42]3[CH2:47][CH2:46][NH:45][CH2:44][CH2:43]3)=[CH:37][CH:38]=[N:39]2)=[CH:34][CH:33]=1. Given the product [Cl:31][C:32]1[CH:41]=[C:40]2[C:35]([C:36]([N:42]3[CH2:47][CH2:46][N:45]([C:10]([NH:8][CH:5]4[CH2:6][CH2:7][CH:2]([CH3:1])[CH2:3][CH2:4]4)=[O:11])[CH2:44][CH2:43]3)=[CH:37][CH:38]=[N:39]2)=[CH:34][CH:33]=1, predict the reactants needed to synthesize it. (2) Given the product [CH3:14][C:13]1[CH:15]=[CH:16][C:10]([S:7]([O:6][CH2:5][CH2:4][CH2:3][S:2][CH3:1])(=[O:9])=[O:8])=[CH:11][CH:12]=1, predict the reactants needed to synthesize it. The reactants are: [CH3:1][S:2][CH2:3][CH2:4][CH2:5][OH:6].[S:7](Cl)([C:10]1[CH:16]=[CH:15][C:13]([CH3:14])=[CH:12][CH:11]=1)(=[O:9])=[O:8]. (3) Given the product [I:8][C:19]1[C:20]([C:21]([O:23][CH2:24][CH3:25])=[O:22])=[N:16][NH:17][CH:18]=1, predict the reactants needed to synthesize it. The reactants are: C1C(=O)N([I:8])C(=O)C1.C(O)(C(F)(F)F)=O.[NH:16]1[C:20]([C:21]([O:23][CH2:24][CH3:25])=[O:22])=[CH:19][CH:18]=[N:17]1. (4) Given the product [Cl:27][C:20]1[CH:19]=[CH:18][C:17]([NH:16][S:1]([C:4]([F:7])([F:6])[F:5])(=[O:3])=[O:2])=[CH:26][C:21]=1[C:22]([O:24][CH3:25])=[O:23], predict the reactants needed to synthesize it. The reactants are: [S:1](O[S:1]([C:4]([F:7])([F:6])[F:5])(=[O:3])=[O:2])([C:4]([F:7])([F:6])[F:5])(=[O:3])=[O:2].[NH2:16][C:17]1[CH:18]=[CH:19][C:20]([Cl:27])=[C:21]([CH:26]=1)[C:22]([O:24][CH3:25])=[O:23]. (5) Given the product [Cl:1][C:2]1([CH2:14][NH:15][CH3:16])[CH2:10][C:9]2[C:4](=[CH:5][CH:6]=[CH:7][CH:8]=2)[N:3]1[CH3:13], predict the reactants needed to synthesize it. The reactants are: [Cl:1][C:2]1[N:3]([CH3:13])[C:4]2[C:9]([C:10]=1C=O)=[CH:8][CH:7]=[CH:6][CH:5]=2.[CH3:14][N:15]1C2C(=CC=CC=2)C(C=O)=[CH:16]1. (6) Given the product [CH3:1][O:2][C:3]1[CH:4]=[C:5]([NH:9][C:10]2[C:11]3[S:18][C:17]([C:19]4[CH:24]=[CH:23][C:22]([O:26][CH2:27][CH2:28][N:29]5[CH2:34][CH2:33][O:32][CH2:31][CH2:30]5)=[CH:21][CH:20]=4)=[CH:16][C:12]=3[N:13]=[CH:14][N:15]=2)[CH:6]=[CH:7][CH:8]=1, predict the reactants needed to synthesize it. The reactants are: [CH3:1][O:2][C:3]1[CH:4]=[C:5]([NH:9][C:10]2[C:11]3[S:18][C:17]([C:19]4[CH:24]=[CH:23][C:22](Br)=[CH:21][CH:20]=4)=[CH:16][C:12]=3[N:13]=[CH:14][N:15]=2)[CH:6]=[CH:7][CH:8]=1.[OH:26][CH2:27][CH2:28][N:29]1[CH2:34][CH2:33][O:32][CH2:31][CH2:30]1.C1(P(C2C=CC=CC=2)C2C=CC=CC=2)C=CC=CC=1.CC(OC(/N=N/C(OC(C)C)=O)=O)C. (7) Given the product [CH2:1]([O:8][CH2:9][CH:10]1[CH2:11][C:14](=[O:15])[C:13]1([Cl:18])[Cl:12])[C:2]1[CH:7]=[CH:6][CH:5]=[CH:4][CH:3]=1, predict the reactants needed to synthesize it. The reactants are: [CH2:1]([O:8][CH2:9][CH:10]=[CH2:11])[C:2]1[CH:7]=[CH:6][CH:5]=[CH:4][CH:3]=1.[Cl:12][C:13]([Cl:18])(Cl)[C:14](Cl)=[O:15].COCCOC.